Dataset: Reaction yield outcomes from USPTO patents with 853,638 reactions. Task: Predict the reaction yield, written as a fraction of the theoretical maximum amount of product (1.0 means a 100% yield; for example, 0.34 means a 34% yield). (1) The reactants are [NH2:1][C:2]1[N:7]=[CH:6][C:5]([N:8]2[CH2:13][CH2:12][N:11]([CH2:14][CH2:15][C:16]#[N:17])[CH2:10][CH2:9]2)=[CH:4][CH:3]=1.[CH3:18][N:19]([CH3:37])[C:20]([C:22]1[N:31]([CH:32]2[CH2:36][CH2:35][CH2:34][CH2:33]2)[C:25]2[N:26]=[C:27](Cl)[N:28]=[CH:29][C:24]=2[CH:23]=1)=[O:21]. No catalyst specified. The product is [CH3:18][N:19]([CH3:37])[C:20]([C:22]1[N:31]([CH:32]2[CH2:36][CH2:35][CH2:34][CH2:33]2)[C:25]2[N:26]=[C:27]([NH:1][C:2]3[CH:3]=[CH:4][C:5]([N:8]4[CH2:13][CH2:12][N:11]([CH2:14][CH2:15][C:16]#[N:17])[CH2:10][CH2:9]4)=[CH:6][N:7]=3)[N:28]=[CH:29][C:24]=2[CH:23]=1)=[O:21]. The yield is 0.100. (2) The reactants are [C:1]([C:5]1[C:10]([N+:11]([O-:13])=[O:12])=[CH:9][C:8]([NH:14][C:15]#[C:16][Si](C)(C)C)=[CH:7][CH:6]=1)([CH3:4])([CH3:3])[CH3:2]. The catalyst is CN(C=O)C.[Cu]I. The product is [C:1]([C:5]1[CH:6]=[C:7]2[C:8](=[CH:9][C:10]=1[N+:11]([O-:13])=[O:12])[NH:14][CH:15]=[CH:16]2)([CH3:4])([CH3:3])[CH3:2]. The yield is 0.690. (3) The reactants are [CH3:1][O-:2].[Na+].ClC(Cl)(Cl)C([C:8]1[CH:9]=[C:10]([C:13]#[N:14])[NH:11][CH:12]=1)=O.[CH3:17][OH:18]. No catalyst specified. The product is [C:13]([C:10]1[NH:11][CH:12]=[C:8]([C:1]([O:18][CH3:17])=[O:2])[CH:9]=1)#[N:14]. The yield is 0.980. (4) The reactants are [CH2:1]1[C@@H:6]2[CH2:7][CH2:8][CH2:9][N:5]2[CH2:4][C@@H:3]([CH2:10][OH:11])[O:2]1.C(N(CC)CC)C.[CH3:19][S:20](Cl)(=[O:22])=[O:21]. The catalyst is ClCCl. The product is [CH3:19][S:20]([O:11][CH2:10][C@H:3]1[O:2][CH2:1][C@@H:6]2[CH2:7][CH2:8][CH2:9][N:5]2[CH2:4]1)(=[O:22])=[O:21]. The yield is 0.800. (5) The reactants are [NH2:1][C:2]1[C:3]([C:8]([O:10][CH3:11])=[O:9])=[N:4][CH:5]=[CH:6][N:7]=1.[I:12]N1C(=O)CCC1=O.S([O-])([O-])(=O)=S.[Na+].[Na+]. The catalyst is CN(C=O)C. The product is [CH3:11][O:10][C:8]([C:3]1[C:2]([NH2:1])=[N:7][CH:6]=[C:5]([I:12])[N:4]=1)=[O:9]. The yield is 0.610. (6) The reactants are [NH2:1][C:2]1[C:3]([OH:19])=[C:4]([CH:16]=[CH:17][CH:18]=1)[C:5]([N:7]1[CH2:11][CH2:10][CH2:9][C@@H:8]1[C:12]([O:14][CH3:15])=[O:13])=[O:6].[CH3:20][O:21][C:22]1[C:23](=O)[C:24](=[O:28])[C:25]=1[O:26]C.C(OCC)(=O)C. The catalyst is C(O)C. The product is [OH:19][C:3]1[C:2]([NH:1][C:23]2[C:24](=[O:28])[C:25](=[O:26])[C:22]=2[O:21][CH3:20])=[CH:18][CH:17]=[CH:16][C:4]=1[C:5]([N:7]1[CH2:11][CH2:10][CH2:9][C@@H:8]1[C:12]([O:14][CH3:15])=[O:13])=[O:6]. The yield is 0.340. (7) The reactants are Br[C:2]1[CH:3]=[CH:4][CH:5]=[C:6]2[C:10]=1[C:9]([CH2:12][C:13]1[CH:18]=[C:17]([O:19][CH3:20])[CH:16]=[C:15]([O:21][CH3:22])[CH:14]=1)([OH:11])[CH2:8][CH2:7]2.[Si:23]([O:30]C1C=CC=C2C=1C(=O)CC2)([C:26]([CH3:29])([CH3:28])[CH3:27])([CH3:25])[CH3:24].COC1C=C(C=C(OC)C=1)C[Mg]Br. The catalyst is C1COCC1. The product is [Si:23]([O:30][C:2]1[CH:3]=[CH:4][CH:5]=[C:6]2[C:10]=1[C:9]([CH2:12][C:13]1[CH:18]=[C:17]([O:19][CH3:20])[CH:16]=[C:15]([O:21][CH3:22])[CH:14]=1)([OH:11])[CH2:8][CH2:7]2)([C:26]([CH3:29])([CH3:28])[CH3:27])([CH3:25])[CH3:24]. The yield is 0.650. (8) The yield is 0.850. No catalyst specified. The reactants are [OH:1][C:2]1[C:6]([CH3:15])([CH2:7][CH2:8][CH2:9][CH2:10][CH2:11][CH2:12][CH2:13][CH3:14])[S:5][C:4](=[O:16])[CH:3]=1.I[CH:18]([CH3:22])[CH2:19][CH2:20][Cl:21]. The product is [Cl:21][CH2:20][CH2:19][CH2:18][CH2:22][O:1][C:2]1[C:6]([CH3:15])([CH2:7][CH2:8][CH2:9][CH2:10][CH2:11][CH2:12][CH2:13][CH3:14])[S:5][C:4](=[O:16])[CH:3]=1.